The task is: Predict the reactants needed to synthesize the given product.. This data is from Full USPTO retrosynthesis dataset with 1.9M reactions from patents (1976-2016). (1) Given the product [OH:20][CH2:19][C:16]1[CH:15]=[CH:14][CH:13]=[C:12]2[C:17]=1[CH:18]=[C:9]([NH:8][C:6](=[O:7])[O:5][C:1]([CH3:3])([CH3:2])[CH3:4])[N:10]=[CH:11]2, predict the reactants needed to synthesize it. The reactants are: [C:1]([O:5][C:6]([NH:8][C:9]1[N:10]=[CH:11][C:12]2[CH:13]=[CH:14][CH:15]=[C:16]([C:19](OC)=[O:20])[C:17]=2[CH:18]=1)=[O:7])([CH3:4])([CH3:3])[CH3:2].CC(C[AlH]CC(C)C)C.[C@H](O)(C([O-])=O)[C@@H](O)C([O-])=O.[Na+].[K+]. (2) Given the product [CH:3]1([O:2][CH3:1])[CH:8]=[C:7]([CH2:9][CH:10]=[CH2:11])[CH:6]=[CH:5][CH:4]1[OH:12], predict the reactants needed to synthesize it. The reactants are: [CH3:1][O:2][C:3]1[CH:8]=[C:7]([CH2:9][CH2:10][CH3:11])[CH:6]=[CH:5][C:4]=1[OH:12].C[C@H]1O[C@H]2O[C@H]3[C@H](O[C@@]2(O)C(=O)C1)[C@@H](NC)[C@@H](O)[C@@H](NC)[C@@H]3O. (3) Given the product [CH3:31][O:30][C:19]1[CH:20]=[C:21]([N:24]2[CH2:29][CH2:28][O:27][CH2:26][CH2:25]2)[CH:22]=[CH:23][C:18]=1[C:16]1[O:17][C:13]([C:3]2[C:4]([C:7]3[CH:12]=[CH:11][CH:10]=[CH:9][CH:8]=3)=[N:5][O:6][C:2]=2[N:32]2[CH:36]=[CH:35][CH:34]=[N:33]2)=[N:14][N:15]=1, predict the reactants needed to synthesize it. The reactants are: Cl[C:2]1[O:6][N:5]=[C:4]([C:7]2[CH:12]=[CH:11][CH:10]=[CH:9][CH:8]=2)[C:3]=1[C:13]1[O:17][C:16]([C:18]2[CH:23]=[CH:22][C:21]([N:24]3[CH2:29][CH2:28][O:27][CH2:26][CH2:25]3)=[CH:20][C:19]=2[O:30][CH3:31])=[N:15][N:14]=1.[NH:32]1[CH:36]=[CH:35][CH:34]=[N:33]1.